This data is from Forward reaction prediction with 1.9M reactions from USPTO patents (1976-2016). The task is: Predict the product of the given reaction. (1) Given the reactants [Cl:1][C:2]1[N:12]([C:13]2[CH:18]=[CH:17][CH:16]=[CH:15][CH:14]=2)[C:5]2=[CH:6][N:7]=[C:8]([O:10][CH3:11])[CH:9]=[C:4]2[C:3]=1[C:19](O)=[O:20].[N:22]1([C:28]([O:30][C:31]([CH3:34])([CH3:33])[CH3:32])=[O:29])[CH2:27][CH2:26][NH:25][CH2:24][CH2:23]1.Cl.C(N=C=NCCCN(C)C)C.O.ON1C2C=CC=CC=2N=N1.CN1CCOCC1, predict the reaction product. The product is: [C:31]([O:30][C:28]([N:22]1[CH2:27][CH2:26][N:25]([C:19]([C:3]2[C:4]3[C:5](=[CH:6][N:7]=[C:8]([O:10][CH3:11])[CH:9]=3)[N:12]([C:13]3[CH:18]=[CH:17][CH:16]=[CH:15][CH:14]=3)[C:2]=2[Cl:1])=[O:20])[CH2:24][CH2:23]1)=[O:29])([CH3:34])([CH3:32])[CH3:33]. (2) Given the reactants [CH2:1]1[C:3]2([CH2:8][CH2:7][CH2:6][CH2:5][N:4]2[C:9]2[N:13]3[CH:14]=[C:15]([O:18][C@H:19]4[C:28]5[C:23](=[CH:24][CH:25]=[CH:26][CH:27]=5)[C@@H:22]([NH:29][C:30](=[O:55])[NH:31][C:32]5[N:36]([C:37]6[CH:38]=[C:39]([CH:48]=[CH:49][CH:50]=6)[O:40][CH2:41][CH2:42]OS(C)(=O)=O)[N:35]=[C:34]([C:51]([CH3:54])([CH3:53])[CH3:52])[CH:33]=5)[CH2:21][CH2:20]4)[CH:16]=[CH:17][C:12]3=[N:11][N:10]=2)[CH2:2]1.[NH:56]1[CH2:61][CH2:60][O:59][CH2:58][CH2:57]1, predict the reaction product. The product is: [CH:30]([OH:55])=[O:59].[CH2:2]1[C:3]2([CH2:8][CH2:7][CH2:6][CH2:5][N:4]2[C:9]2[N:13]3[CH:14]=[C:15]([O:18][C@H:19]4[C:28]5[C:23](=[CH:24][CH:25]=[CH:26][CH:27]=5)[C@@H:22]([NH:29][C:30]([NH:31][C:32]5[N:36]([C:37]6[CH:50]=[CH:49][CH:48]=[C:39]([O:40][CH2:41][CH2:42][N:56]7[CH2:61][CH2:60][O:59][CH2:58][CH2:57]7)[CH:38]=6)[N:35]=[C:34]([C:51]([CH3:54])([CH3:52])[CH3:53])[CH:33]=5)=[O:55])[CH2:21][CH2:20]4)[CH:16]=[CH:17][C:12]3=[N:11][N:10]=2)[CH2:1]1. (3) Given the reactants FC(F)(F)S(O[C:7]1[CH:16]=[CH:15][C:14]2[C:9](=[CH:10][C:11](OS(C(F)(F)F)(=O)=O)=[CH:12][CH:13]=2)[CH:8]=1)(=O)=O.C([O:29][CH2:30][CH2:31]CC)=C.C(N([CH2:39][CH3:40])CC)C.C1(P(C2C=CC=CC=2)CCCP(C2C=CC=CC=2)C2C=CC=CC=2)C=CC=CC=1.CN(C)C=[O:73], predict the reaction product. The product is: [C:39]([C:7]1[CH:16]=[CH:15][C:14]2[C:9](=[CH:10][C:11]([C:30](=[O:29])[CH3:31])=[CH:12][CH:13]=2)[CH:8]=1)(=[O:73])[CH3:40]. (4) Given the reactants Cl[C:2]([O:4][CH3:5])=[O:3].[F:6][C:7]1[CH:12]=[CH:11][C:10]([NH:13][C:14]([C:16]2[C:25]3[C:20](=[CH:21][C:22]([CH2:26][C:27]4[CH:32]=[C:31]([NH2:33])[N:30]=[CH:29][N:28]=4)=[CH:23][CH:24]=3)[CH:19]=[CH:18][CH:17]=2)=[O:15])=[CH:9][C:8]=1[C:34]([F:37])([F:36])[F:35], predict the reaction product. The product is: [CH3:5][O:4][C:2](=[O:3])[NH:33][C:31]1[CH:32]=[C:27]([CH2:26][C:22]2[CH:23]=[CH:24][C:25]3[C:20](=[CH:19][CH:18]=[CH:17][C:16]=3[C:14](=[O:15])[NH:13][C:10]3[CH:11]=[CH:12][C:7]([F:6])=[C:8]([C:34]([F:37])([F:36])[F:35])[CH:9]=3)[CH:21]=2)[N:28]=[CH:29][N:30]=1. (5) Given the reactants [CH3:1][N:2]1[CH2:11][CH2:10][C:9]2[C:4](=[CH:5][C:6]([N+:12]([O-])=O)=[CH:7][CH:8]=2)[CH2:3]1, predict the reaction product. The product is: [CH3:1][N:2]1[CH2:11][CH2:10][C:9]2[C:4](=[CH:5][C:6]([NH2:12])=[CH:7][CH:8]=2)[CH2:3]1. (6) Given the reactants [NH2:1][C:2]1[CH:25]=[CH:24][C:5]([CH2:6][C:7]2[N:12]=[C:11]([N:13]([CH3:15])[CH3:14])[C:10]([CH2:16][C:17]([O:19][CH3:20])=[O:18])=[C:9]([N:21]([CH3:23])[CH3:22])[N:8]=2)=[CH:4][CH:3]=1.[F:26][C:27]([F:38])([F:37])[C:28]1[CH:36]=[CH:35][C:31]([C:32](Cl)=[O:33])=[CH:30][CH:29]=1.C(N(CC)CC)C, predict the reaction product. The product is: [CH3:23][N:21]([CH3:22])[C:9]1[C:10]([CH2:16][C:17]([O:19][CH3:20])=[O:18])=[C:11]([N:13]([CH3:15])[CH3:14])[N:12]=[C:7]([CH2:6][C:5]2[CH:4]=[CH:3][C:2]([NH:1][C:32](=[O:33])[C:31]3[CH:35]=[CH:36][C:28]([C:27]([F:26])([F:37])[F:38])=[CH:29][CH:30]=3)=[CH:25][CH:24]=2)[N:8]=1. (7) Given the reactants C[O:2][C:3](=O)[CH2:4][C:5]1[CH:10]=[CH:9][C:8]([O:11][CH2:12][C:13]2[CH:18]=[CH:17][CH:16]=[CH:15][CH:14]=2)=[C:7]([F:19])[CH:6]=1.[H-].[H-].[H-].[H-].[Li+].[Al+3], predict the reaction product. The product is: [CH2:12]([O:11][C:8]1[CH:9]=[CH:10][C:5]([CH2:4][CH2:3][OH:2])=[CH:6][C:7]=1[F:19])[C:13]1[CH:18]=[CH:17][CH:16]=[CH:15][CH:14]=1.